Predict the product of the given reaction. From a dataset of Forward reaction prediction with 1.9M reactions from USPTO patents (1976-2016). Given the reactants [CH2:1]([O:3][C:4]1[CH:19]=[CH:18][C:7]([O:8][C:9]2[CH:10]=[C:11]([CH:15]=[CH:16][CH:17]=2)[C:12]([OH:14])=O)=[CH:6][CH:5]=1)[CH3:2].C1C=CC2N(O)N=NC=2C=1.CCN=C=NCCCN(C)C.[NH2:41][C@@H:42]1[C@H:46]2[O:47][CH2:48][C@H:49]([NH:50][C:51]([CH:53]3[CH2:55][CH2:54]3)=[O:52])[C@H:45]2[O:44][CH2:43]1, predict the reaction product. The product is: [CH:53]1([C:51]([NH:50][C@@H:49]2[C@H:45]3[O:44][CH2:43][C@H:42]([NH:41][C:12](=[O:14])[C:11]4[CH:15]=[CH:16][CH:17]=[C:9]([O:8][C:7]5[CH:6]=[CH:5][C:4]([O:3][CH2:1][CH3:2])=[CH:19][CH:18]=5)[CH:10]=4)[C@H:46]3[O:47][CH2:48]2)=[O:52])[CH2:54][CH2:55]1.